From a dataset of Experimental lipophilicity measurements (octanol/water distribution) for 4,200 compounds from AstraZeneca. Regression/Classification. Given a drug SMILES string, predict its absorption, distribution, metabolism, or excretion properties. Task type varies by dataset: regression for continuous measurements (e.g., permeability, clearance, half-life) or binary classification for categorical outcomes (e.g., BBB penetration, CYP inhibition). For this dataset (lipophilicity_astrazeneca), we predict Y. The drug is O=C(O)[C@H](Cc1cccc(F)c1)N1CCC(CN2CCC(Oc3ccc(Cl)c(Cl)c3)CC2)CC1. The Y is 2.68 logD.